Dataset: Forward reaction prediction with 1.9M reactions from USPTO patents (1976-2016). Task: Predict the product of the given reaction. (1) Given the reactants C(N(CC)CC)C.[C:8]1(B(O)O)[CH:13]=[CH:12][CH:11]=[CH:10][CH:9]=1.[O:17]=[C:18]1[C:27]([C:28]#[N:29])=[C:26]([N:30]2[CH2:35][CH2:34][N:33]([C:36]([C:38]3[S:39][CH:40]=[CH:41][CH:42]=3)=[O:37])[CH2:32][CH2:31]2)[C:25]2[C:20](=[CH:21][CH:22]=[CH:23][CH:24]=2)[NH:19]1, predict the reaction product. The product is: [O:17]=[C:18]1[C:27]([C:28]#[N:29])=[C:26]([N:30]2[CH2:35][CH2:34][N:33]([C:36]([C:38]3[S:39][CH:40]=[CH:41][CH:42]=3)=[O:37])[CH2:32][CH2:31]2)[C:13]2[C:8](=[CH:9][CH:10]=[CH:11][CH:12]=2)[N:19]1[C:20]1[CH:21]=[CH:22][CH:23]=[CH:24][CH:25]=1. (2) Given the reactants [CH2:1]([N:8]1[CH2:23][CH2:22][C:11]2[NH:12][C:13]3[CH:14]=[CH:15][C:16]([C:19](O)=[O:20])=[CH:17][C:18]=3[C:10]=2[CH2:9]1)[C:2]1[CH:7]=[CH:6][CH:5]=[CH:4][CH:3]=1.CN(C(ON1N=NC2C=CC=NC1=2)=[N+](C)C)C.F[P-](F)(F)(F)(F)F.Cl.Cl.[NH2:50][CH:51]1[CH2:56][CH2:55][N:54]([CH2:57][C:58]2[CH:63]=[CH:62][C:61]([C:64]#[N:65])=[CH:60][CH:59]=2)[CH2:53][CH2:52]1.C(N(CC)CC)C.C(=O)(O)[O-].[Na+], predict the reaction product. The product is: [CH2:1]([N:8]1[CH2:23][CH2:22][C:11]2[NH:12][C:13]3[CH:14]=[CH:15][C:16]([C:19]([NH:50][CH:51]4[CH2:56][CH2:55][N:54]([CH2:57][C:58]5[CH:63]=[CH:62][C:61]([C:64]#[N:65])=[CH:60][CH:59]=5)[CH2:53][CH2:52]4)=[O:20])=[CH:17][C:18]=3[C:10]=2[CH2:9]1)[C:2]1[CH:7]=[CH:6][CH:5]=[CH:4][CH:3]=1. (3) Given the reactants [CH2:1]([S:3]([NH:6][CH2:7][C:8]1[CH:13]=[CH:12][C:11]([CH:14]([CH3:18])[C:15]([OH:17])=O)=[CH:10][C:9]=1[F:19])(=[O:5])=[O:4])[CH3:2].[C:20]1([CH3:38])[CH:25]=[CH:24][CH:23]=[C:22]([C:26]2[C:31]([CH2:32][NH2:33])=[CH:30][CH:29]=[C:28]([C:34]([F:37])([F:36])[F:35])[N:27]=2)[CH:21]=1.ON1C2C=CC=CC=2N=N1.CN(C)CCCN=C=NCC.C(N(CC)CC)C, predict the reaction product. The product is: [CH2:1]([S:3]([NH:6][CH2:7][C:8]1[CH:13]=[CH:12][C:11]([CH:14]([CH3:18])[C:15]([NH:33][CH2:32][C:31]2[C:26]([C:22]3[CH:21]=[C:20]([CH3:38])[CH:25]=[CH:24][CH:23]=3)=[N:27][C:28]([C:34]([F:37])([F:35])[F:36])=[CH:29][CH:30]=2)=[O:17])=[CH:10][C:9]=1[F:19])(=[O:4])=[O:5])[CH3:2]. (4) Given the reactants CSC.ClN1C(=O)CCC1=O.[OH:12][C@@H:13]1[CH2:17][N:16]([C:18](=[O:28])[C@@H:19]([NH:23][C:24]([O:26][CH3:27])=[O:25])[CH:20]([CH3:22])[CH3:21])[C@H:15]([C:29]2[NH:30][CH:31]=[C:32]([C:34]3[CH:39]=[CH:38][C:37]([C:40]4[CH:41]=[C:42]5[C:47](=[CH:48][CH:49]=4)[CH:46]=[C:45]([C:50]4[NH:54][C:53]([C@@H:55]6[CH2:59][CH2:58][CH2:57][N:56]6[C:60]([O:62][C:63]([CH3:66])([CH3:65])[CH3:64])=[O:61])=[N:52][CH:51]=4)[CH:44]=[CH:43]5)=[CH:36][CH:35]=3)[N:33]=2)[CH2:14]1.C(N(CC)CC)C, predict the reaction product. The product is: [CH3:27][O:26][C:24]([NH:23][C@@H:19]([CH:20]([CH3:22])[CH3:21])[C:18]([N:16]1[CH2:17][C:13](=[O:12])[CH2:14][C@H:15]1[C:29]1[NH:30][CH:31]=[C:32]([C:34]2[CH:39]=[CH:38][C:37]([C:40]3[CH:41]=[C:42]4[C:47](=[CH:48][CH:49]=3)[CH:46]=[C:45]([C:50]3[NH:54][C:53]([C@@H:55]5[CH2:59][CH2:58][CH2:57][N:56]5[C:60]([O:62][C:63]([CH3:65])([CH3:64])[CH3:66])=[O:61])=[N:52][CH:51]=3)[CH:44]=[CH:43]4)=[CH:36][CH:35]=2)[N:33]=1)=[O:28])=[O:25]. (5) Given the reactants [F:1][C:2]1[CH:7]=[C:6]([F:8])[CH:5]=[CH:4][C:3]=1[C:9]([OH:30])([CH2:24][N:25]1[CH:29]=[N:28][N:27]=[N:26]1)[C:10]([C:13]1[N:18]=[CH:17][C:16](/[CH:19]=[CH:20]\[C:21](=[O:23])[CH3:22])=[CH:15][CH:14]=1)([F:12])[F:11].[BH4-].[Na+], predict the reaction product. The product is: [F:1][C:2]1[CH:7]=[C:6]([F:8])[CH:5]=[CH:4][C:3]=1[C:9]([OH:30])([CH2:24][N:25]1[CH:29]=[N:28][N:27]=[N:26]1)[C:10]([C:13]1[N:18]=[CH:17][C:16](/[CH:19]=[CH:20]/[CH:21]([OH:23])[CH3:22])=[CH:15][CH:14]=1)([F:12])[F:11]. (6) The product is: [Cl:1][C:2]1[CH:24]=[CH:23][C:5]([CH2:6][NH:7][C:8]([C:10]2[C:11](=[O:22])[C:12]3[CH:19]=[C:18]([CH2:20][N:26]4[CH2:31][CH2:30][O:29][CH2:28][C@@H:27]4[C@@H:32]([OH:33])[C:34]4[CH:39]=[CH:38][CH:37]=[CH:36][CH:35]=4)[S:17][C:13]=3[N:14]([CH3:16])[CH:15]=2)=[O:9])=[CH:4][CH:3]=1. Given the reactants [Cl:1][C:2]1[CH:24]=[CH:23][C:5]([CH2:6][NH:7][C:8]([C:10]2[C:11](=[O:22])[C:12]3[CH:19]=[C:18]([CH2:20]Cl)[S:17][C:13]=3[N:14]([CH3:16])[CH:15]=2)=[O:9])=[CH:4][CH:3]=1.Cl.[NH:26]1[CH2:31][CH2:30][O:29][CH2:28][C@@H:27]1[C@H:32]([C:34]1[CH:39]=[CH:38][CH:37]=[CH:36][CH:35]=1)[OH:33].C(N(C(C)C)CC)(C)C.C(OCC)(=O)C, predict the reaction product.